From a dataset of Full USPTO retrosynthesis dataset with 1.9M reactions from patents (1976-2016). Predict the reactants needed to synthesize the given product. (1) Given the product [CH:1]1([C:7]2[NH:11][C:10](=[O:12])[C:9]3([CH2:17][CH2:16][N:15]([S:18](/[CH:21]=[CH:22]/[C:30]4[CH:29]=[CH:28][CH:27]=[C:26]5[C:31]=4[CH:32]=[C:24]([CH3:23])[NH:25]5)(=[O:20])=[O:19])[CH2:14][CH2:13]3)[N:8]=2)[CH2:2][CH2:3][CH2:4][CH2:5][CH2:6]1, predict the reactants needed to synthesize it. The reactants are: [CH:1]1([C:7]2[NH:11][C:10](=[O:12])[C:9]3([CH2:17][CH2:16][N:15]([S:18]([CH:21]=[CH2:22])(=[O:20])=[O:19])[CH2:14][CH2:13]3)[N:8]=2)[CH2:6][CH2:5][CH2:4][CH2:3][CH2:2]1.[CH3:23][C:24]1[NH:25][C:26]2[C:31]([CH:32]=1)=[C:30](OS(C(F)(F)F)(=O)=O)[CH:29]=[CH:28][CH:27]=2.C(N(CC)CC)C. (2) Given the product [C:14]([N:11]1[C:12]2[C:8](=[CH:7][CH:6]=[C:5]([C:1]#[N:2])[CH:13]=2)[C:9]([CH3:23])([C:17]2[CH:22]=[CH:21][CH:20]=[CH:19][CH:18]=2)[CH2:10]1)(=[O:16])[CH3:15], predict the reactants needed to synthesize it. The reactants are: [C:1]([Cu])#[N:2].Br[C:5]1[CH:13]=[C:12]2[C:8]([C:9]([CH3:23])([C:17]3[CH:22]=[CH:21][CH:20]=[CH:19][CH:18]=3)[CH2:10][N:11]2[C:14](=[O:16])[CH3:15])=[CH:7][CH:6]=1.CCOCC. (3) Given the product [C:10]([C:14]1[CH:19]=[CH:18][C:17]([NH:20][C:21]2[C:22]3[CH2:32][CH2:31][N:30]([C:34]4[C:39]([Cl:40])=[CH:38][CH:37]=[CH:36][N:35]=4)[CH2:29][C:23]=3[N:24]=[C:25]([S:27][CH3:28])[N:26]=2)=[CH:16][CH:15]=1)([CH3:13])([CH3:11])[CH3:12], predict the reactants needed to synthesize it. The reactants are: C(N(C(C)C)CC)(C)C.[C:10]([C:14]1[CH:19]=[CH:18][C:17]([NH:20][C:21]2[C:22]3[CH2:32][CH2:31][NH:30][CH2:29][C:23]=3[N:24]=[C:25]([S:27][CH3:28])[N:26]=2)=[CH:16][CH:15]=1)([CH3:13])([CH3:12])[CH3:11].Cl[C:34]1[C:39]([Cl:40])=[CH:38][CH:37]=[CH:36][N:35]=1. (4) Given the product [NH2:35][CH2:34][C:33]([CH3:44])([CH3:43])[CH2:32][NH:31][C:29](=[O:30])[C:28]1[CH:45]=[CH:46][C:25]([NH:24][C:14]2[CH:13]=[C:12]([NH:11][CH2:10][C:9]3[CH:47]=[CH:48][C:6]([O:5][CH2:4][C:3]([CH2:2][Cl:1])=[CH2:49])=[CH:7][CH:8]=3)[N:17]=[C:16]([O:18][CH2:19][C:20]([F:23])([F:22])[F:21])[N:15]=2)=[N:26][CH:27]=1, predict the reactants needed to synthesize it. The reactants are: [Cl:1][CH2:2][C:3](=[CH2:49])[CH2:4][O:5][C:6]1[CH:48]=[CH:47][C:9]([CH2:10][NH:11][C:12]2[N:17]=[C:16]([O:18][CH2:19][C:20]([F:23])([F:22])[F:21])[N:15]=[C:14]([NH:24][C:25]3[CH:46]=[CH:45][C:28]([C:29]([NH:31][CH2:32][C:33]([CH3:44])([CH3:43])[CH2:34][NH:35]C(=O)OC(C)(C)C)=[O:30])=[CH:27][N:26]=3)[CH:13]=2)=[CH:8][CH:7]=1.C(O)(C(F)(F)F)=O. (5) The reactants are: Br[C:2]1[CH:11]=[CH:10][C:9]([C:12]2[CH:13]=[N:14][CH:15]=[C:16]([CH3:18])[CH:17]=2)=[CH:8][C:3]=1[C:4]([O:6][CH3:7])=[O:5].[CH3:19][N:20]1[CH:24]=[C:23](B2OC(C)(C)C(C)(C)O2)[CH:22]=[N:21]1.C([O-])([O-])=O.[Cs+].[Cs+]. Given the product [CH3:19][N:20]1[CH:24]=[C:23]([C:2]2[CH:11]=[CH:10][C:9]([C:12]3[CH:13]=[N:14][CH:15]=[C:16]([CH3:18])[CH:17]=3)=[CH:8][C:3]=2[C:4]([O:6][CH3:7])=[O:5])[CH:22]=[N:21]1, predict the reactants needed to synthesize it. (6) Given the product [F:1][C:2]1[CH:7]=[C:6]([CH3:8])[C:5]([C:9]2[C:20](=[O:21])[N:19]([CH3:22])[C:12]3[N:13]=[C:14]([NH:42][CH3:41])[N:15]=[CH:16][C:11]=3[CH:10]=2)=[CH:4][C:3]=1[NH:23][C:24]([NH:26][C:27]1[N:31]([C:32]2[CH:37]=[CH:36][CH:35]=[CH:34][CH:33]=2)[N:30]=[C:29]([CH:38]([CH3:40])[CH3:39])[CH:28]=1)=[O:25], predict the reactants needed to synthesize it. The reactants are: [F:1][C:2]1[CH:7]=[C:6]([CH3:8])[C:5]([C:9]2[C:20](=[O:21])[N:19]([CH3:22])[C:12]3[N:13]=[C:14](SC)[N:15]=[CH:16][C:11]=3[CH:10]=2)=[CH:4][C:3]=1[NH:23][C:24]([NH:26][C:27]1[N:31]([C:32]2[CH:37]=[CH:36][CH:35]=[CH:34][CH:33]=2)[N:30]=[C:29]([CH:38]([CH3:40])[CH3:39])[CH:28]=1)=[O:25].[CH3:41][NH2:42].C1COCC1. (7) The reactants are: C([O:4][C@@H:5]([C:7]1[N:12]=[C:11]([N:13]2[CH2:18][CH2:17][N:16]([C:19]3[CH:28]=[N:27][C:26]4[C:21](=[CH:22][CH:23]=[CH:24][CH:25]=4)[N:20]=3)[CH2:15][CH2:14]2)[CH:10]=[CH:9][N:8]=1)[CH3:6])(=O)C.O.[OH-].[Li+]. Given the product [N:20]1[C:21]2[C:26](=[CH:25][CH:24]=[CH:23][CH:22]=2)[N:27]=[CH:28][C:19]=1[N:16]1[CH2:15][CH2:14][N:13]([C:11]2[CH:10]=[CH:9][N:8]=[C:7]([C@H:5]([OH:4])[CH3:6])[N:12]=2)[CH2:18][CH2:17]1, predict the reactants needed to synthesize it.